This data is from Forward reaction prediction with 1.9M reactions from USPTO patents (1976-2016). The task is: Predict the product of the given reaction. (1) Given the reactants [CH2:1]([O:8][CH2:9][CH:10]([CH2:22][OH:23])[O:11][CH2:12][CH2:13][NH:14][C:15](=[O:21])[O:16][C:17]([CH3:20])([CH3:19])[CH3:18])[C:2]1[CH:7]=[CH:6][CH:5]=[CH:4][CH:3]=1.[H-].[Na+].[CH3:26]I, predict the reaction product. The product is: [CH2:1]([O:8][CH2:9][CH:10]([CH2:22][O:23][CH3:26])[O:11][CH2:12][CH2:13][NH:14][C:15](=[O:21])[O:16][C:17]([CH3:18])([CH3:19])[CH3:20])[C:2]1[CH:3]=[CH:4][CH:5]=[CH:6][CH:7]=1. (2) The product is: [O:11]1[CH2:16][CH2:15][N:14]([CH2:17][C:18]2[CH:25]=[CH:24][C:21]([CH:22]=[O:28])=[CH:20][CH:19]=2)[CH2:13][CH2:12]1. Given the reactants [H-].C([Al+]CC(C)C)C(C)C.[O:11]1[CH2:16][CH2:15][N:14]([CH2:17][C:18]2[CH:25]=[CH:24][C:21]([C:22]#N)=[CH:20][CH:19]=2)[CH2:13][CH2:12]1.Cl.C(=O)(O)[O-:28].[Na+], predict the reaction product.